Dataset: Full USPTO retrosynthesis dataset with 1.9M reactions from patents (1976-2016). Task: Predict the reactants needed to synthesize the given product. (1) Given the product [F:25][C:26]1[CH:31]=[CH:30][C:29]([N:9]2[C:10]3[C:6](=[CH:5][CH:4]=[C:3]([O:2][CH3:1])[CH:11]=3)[CH2:7][C:8]2=[O:12])=[CH:28][CH:27]=1, predict the reactants needed to synthesize it. The reactants are: [CH3:1][O:2][C:3]1[CH:11]=[C:10]2[C:6]([CH2:7][C:8](=[O:12])[NH:9]2)=[CH:5][CH:4]=1.CNCCNC.C(=O)([O-])[O-].[K+].[K+].[F:25][C:26]1[CH:31]=[CH:30][C:29](I)=[CH:28][CH:27]=1. (2) Given the product [CH3:23][O:24][C:25]1[CH:26]=[C:27]([CH:30]=[CH:31][CH:32]=1)[CH2:28][NH:29][C:20]([C:17]1[CH:16]=[CH:15][C:14]([C:3]2[CH:4]=[C:5]([C:8]3[O:9][C:10]([CH3:13])=[N:11][N:12]=3)[CH:6]=[CH:7][C:2]=2[CH3:1])=[CH:19][CH:18]=1)=[O:21], predict the reactants needed to synthesize it. The reactants are: [CH3:1][C:2]1[CH:7]=[CH:6][C:5]([C:8]2[O:9][C:10]([CH3:13])=[N:11][N:12]=2)=[CH:4][C:3]=1[C:14]1[CH:19]=[CH:18][C:17]([C:20](O)=[O:21])=[CH:16][CH:15]=1.[CH3:23][O:24][C:25]1[CH:26]=[C:27]([CH:30]=[CH:31][CH:32]=1)[CH2:28][NH2:29]. (3) Given the product [Br:1][C:2]1[CH:3]=[C:4]([C:8]([CH3:11])([CH3:10])[CH3:9])[CH:5]=[CH:6][C:7]=1[S:13]([OH:16])(=[O:15])=[O:14], predict the reactants needed to synthesize it. The reactants are: [Br:1][C:2]1[CH:7]=[CH:6][CH:5]=[C:4]([C:8]([CH3:11])([CH3:10])[CH3:9])[CH:3]=1.Cl[S:13]([OH:16])(=[O:15])=[O:14].CO. (4) Given the product [NH:16]1[C:24]2[C:19](=[CH:20][CH:21]=[CH:22][CH:23]=2)[CH:18]=[C:17]1[C:25]([O:5][CH2:4][CH2:3][CH2:2][CH2:1][OH:6])=[O:26], predict the reactants needed to synthesize it. The reactants are: [CH2:1]([OH:6])[CH2:2][CH2:3][CH2:4][OH:5].CN(C1C=CC=CN=1)C.[NH:16]1[C:24]2[C:19](=[CH:20][CH:21]=[CH:22][CH:23]=2)[CH:18]=[C:17]1[C:25](O)=[O:26].C1CCC(N=C=NC2CCCCC2)CC1. (5) The reactants are: [CH:1]([O:6][CH3:7])([O:4][CH3:5])OC.[Br:8][C:9]1[C:10](O)=[C:11]([C:18]([CH3:21])([CH3:20])[CH3:19])[CH:12]=[C:13](C(=O)C)[CH:14]=1.[CH3:23]I.[C:25](=[O:28])([O-])[O-].[K+].[K+]. Given the product [Br:8][C:9]1[CH:14]=[C:13]([C:1]([O:4][CH3:5])([O:6][CH3:7])[CH3:23])[CH:12]=[C:11]([C:18]([CH3:19])([CH3:21])[CH3:20])[C:10]=1[O:28][CH3:25], predict the reactants needed to synthesize it. (6) Given the product [CH3:1][C@@H:2]1[CH2:7][CH2:6][CH2:5][CH2:4][C@@H:3]1[NH:8][C:9]1[C:14]([C:15]([O:17][CH2:18][CH3:19])=[O:16])=[CH:13][N:12]=[C:11]2[N:20]([CH2:26][O:27][CH2:28][CH2:29][Si:30]([CH3:33])([CH3:32])[CH3:31])[CH:21]=[CH:22][C:10]=12, predict the reactants needed to synthesize it. The reactants are: [CH3:1][C@@H:2]1[CH2:7][CH2:6][CH2:5][CH2:4][C@@H:3]1[NH:8][C:9]1[C:14]([C:15]([O:17][CH2:18][CH3:19])=[O:16])=[CH:13][N:12]=[C:11]2[NH:20][CH:21]=[CH:22][C:10]=12.[H-].[Na+].Cl[CH2:26][O:27][CH2:28][CH2:29][Si:30]([CH3:33])([CH3:32])[CH3:31].O.